Predict the reactants needed to synthesize the given product. From a dataset of Full USPTO retrosynthesis dataset with 1.9M reactions from patents (1976-2016). (1) The reactants are: [Cl:1][C:2]1[CH:3]=[N:4][CH:5]=[C:6]([Cl:20])[C:7]=1[S:8][C:9]1[S:13][C:12]([C:14]([OH:16])=O)=[CH:11][C:10]=1[N+:17]([O-:19])=[O:18].[CH3:21][N:22]([CH3:34])[CH2:23][CH2:24][CH2:25][O:26][C:27]1[CH:33]=[CH:32][C:30]([NH2:31])=[CH:29][CH:28]=1. Given the product [Cl:20][C:6]1[CH:5]=[N:4][CH:3]=[C:2]([Cl:1])[C:7]=1[S:8][C:9]1[S:13][C:12]([C:14]([NH:31][C:30]2[CH:29]=[CH:28][C:27]([O:26][CH2:25][CH2:24][CH2:23][N:22]([CH3:21])[CH3:34])=[CH:33][CH:32]=2)=[O:16])=[CH:11][C:10]=1[N+:17]([O-:19])=[O:18], predict the reactants needed to synthesize it. (2) Given the product [NH2:37][C:34]1[S:35][CH:36]=[C:32](/[C:12](=[N:11]/[O:10][C:7]([CH3:9])([CH3:8])[C:6]([OH:45])=[O:5])/[C:13]([NH:15][C@@H:16]2[C:19](=[O:20])[N:18]([S:21]([OH:24])(=[O:22])=[O:23])[C@@H:17]2[CH2:25][N:26]2[N:30]=[C:29]([CH3:31])[CH:28]=[N:27]2)=[O:14])[N:33]=1, predict the reactants needed to synthesize it. The reactants are: C([O:5][C:6](=[O:45])[C:7]([O:10]/[N:11]=[C:12](/[C:32]1[N:33]=[C:34]([NH:37]C(OC(C)(C)C)=O)[S:35][CH:36]=1)\[C:13]([NH:15][C@@H:16]1[C:19](=[O:20])[N:18]([S:21]([OH:24])(=[O:23])=[O:22])[C@@H:17]1[CH2:25][N:26]1[N:30]=[C:29]([CH3:31])[CH:28]=[N:27]1)=[O:14])([CH3:9])[CH3:8])(C)(C)C. (3) The reactants are: [CH3:1][O:2][C:3]1[CH:4]=[C:5]([O:9][C:10]2[CH:16]=[CH:15][C:13]([NH2:14])=[CH:12][CH:11]=2)[CH:6]=[CH:7][CH:8]=1.CC([N:21]([C@@H:25]([C:28](NC1C=NC(OC2C=CC(C#N)=C(C(C)C)C=2)=CC=1)=[O:29])[CH2:26][CH3:27])[C:22](=O)[O-:23])(C)C.Cl. Given the product [CH2:26]([C@H:25]1[NH:21][C:22](=[O:23])[N:14]([C:13]2[CH:15]=[CH:16][C:10]([O:9][C:5]3[CH:6]=[CH:7][CH:8]=[C:3]([O:2][CH3:1])[CH:4]=3)=[CH:11][CH:12]=2)[C:28]1=[O:29])[CH3:27], predict the reactants needed to synthesize it. (4) Given the product [NH2:14][C:13]1[N:9]([CH2:8][CH2:7][CH2:6][O:5][CH3:4])[C:10](=[S:11])[NH:12][C:16](=[O:17])[CH:15]=1, predict the reactants needed to synthesize it. The reactants are: C[O-].[Na+].[CH3:4][O:5][CH2:6][CH2:7][CH2:8][NH:9][C:10]([NH2:12])=[S:11].[C:13]([CH2:15][C:16](OCC)=[O:17])#[N:14]. (5) Given the product [CH3:1][O:2][CH2:3][CH2:4][CH2:5][O:6][CH:7]([C:19]1[CH:20]=[CH:21][CH:22]=[CH:23][CH:24]=1)[CH:8]1[CH2:13][CH2:12][CH2:11][N:10]([CH2:14][C:15]([O-:17])=[O:16])[CH2:9]1.[Li+:25], predict the reactants needed to synthesize it. The reactants are: [CH3:1][O:2][CH2:3][CH2:4][CH2:5][O:6][CH:7]([C:19]1[CH:24]=[CH:23][CH:22]=[CH:21][CH:20]=1)[CH:8]1[CH2:13][CH2:12][CH2:11][N:10]([CH2:14][C:15]([O:17]C)=[O:16])[CH2:9]1.[Li+:25].[OH-]. (6) Given the product [NH2:1][C:2]1[CH:10]=[CH:9][CH:8]=[C:7]([Cl:11])[C:3]=1[C:4]([O:6][CH3:12])=[O:5], predict the reactants needed to synthesize it. The reactants are: [NH2:1][C:2]1[CH:10]=[CH:9][CH:8]=[C:7]([Cl:11])[C:3]=1[C:4]([OH:6])=[O:5].[CH3:12][Si](C=[N+]=[N-])(C)C. (7) Given the product [Cl:39][C:34]1[CH:33]=[C:32]([CH2:31][CH2:30][NH:29][C:24]2[N:23]=[C:22]([C:18]3[CH:19]=[CH:20][CH:21]=[C:16]([CH2:15][N:11]4[CH2:10][CH:9]5[CH2:14][CH:12]4[CH2:13][NH:8]5)[CH:17]=3)[CH:27]=[CH:26][N:25]=2)[CH:37]=[CH:36][C:35]=1[OH:38], predict the reactants needed to synthesize it. The reactants are: C(OC([N:8]1[CH2:13][CH:12]2[CH2:14][CH:9]1[CH2:10][N:11]2[CH2:15][C:16]1[CH:21]=[CH:20][CH:19]=[C:18]([C:22]2[CH:27]=[CH:26][N:25]=[C:24](Cl)[N:23]=2)[CH:17]=1)=O)(C)(C)C.[NH2:29][CH2:30][CH2:31][C:32]1[CH:37]=[CH:36][C:35]([OH:38])=[C:34]([Cl:39])[CH:33]=1.